From a dataset of Forward reaction prediction with 1.9M reactions from USPTO patents (1976-2016). Predict the product of the given reaction. (1) Given the reactants [NH2:1][CH:2]1[CH2:6][N:5]([CH2:7][C:8]2[CH:13]=[CH:12][CH:11]=[CH:10][CH:9]=2)[CH:4]([C:14]([N:16]2[CH2:21][CH2:20][N:19]([C:22]3[CH:29]=[CH:28][CH:27]=[CH:26][C:23]=3[C:24]#[N:25])[CH2:18][CH2:17]2)=[O:15])[CH2:3]1.[Cl:30][C:31]1[CH:32]=[C:33]([CH:37]=[CH:38][CH:39]=1)[C:34](Cl)=[O:35], predict the reaction product. The product is: [CH2:7]([N:5]1[C@H:4]([C:14]([N:16]2[CH2:17][CH2:18][N:19]([C:22]3[CH:29]=[CH:28][CH:27]=[CH:26][C:23]=3[C:24]#[N:25])[CH2:20][CH2:21]2)=[O:15])[CH2:3][C@H:2]([NH:1][C:34](=[O:35])[C:33]2[CH:37]=[CH:38][CH:39]=[C:31]([Cl:30])[CH:32]=2)[CH2:6]1)[C:8]1[CH:13]=[CH:12][CH:11]=[CH:10][CH:9]=1. (2) Given the reactants [CH3:1][C:2]1[CH:11]=[C:10]([O:12][C:13](=[O:15])[CH3:14])[C:5]([C:6]([O:8][CH3:9])=[O:7])=[C:4]([O:16][C:17](=[O:19])[CH3:18])[CH:3]=1.[Br:20]N1C(=O)CCC1=O, predict the reaction product. The product is: [Br:20][CH2:1][C:2]1[CH:3]=[C:4]([O:16][C:17](=[O:19])[CH3:18])[C:5]([C:6]([O:8][CH3:9])=[O:7])=[C:10]([O:12][C:13](=[O:15])[CH3:14])[CH:11]=1.